This data is from Reaction yield outcomes from USPTO patents with 853,638 reactions. The task is: Predict the reaction yield, written as a fraction of the theoretical maximum amount of product (1.0 means a 100% yield; for example, 0.34 means a 34% yield). (1) The reactants are [N+:1]([C:4]1[CH:11]=[CH:10][C:7]([CH2:8]Br)=[CH:6][CH:5]=1)([O-:3])=[O:2].[CH2:12]([OH:20])[CH2:13][CH2:14][CH2:15][CH2:16][CH2:17][CH2:18][CH3:19]. The catalyst is ClCCl.[Ag]=O. The product is [N+:1]([C:4]1[CH:11]=[CH:10][C:7]([CH2:8][O:20][CH2:12][CH2:13][CH2:14][CH2:15][CH2:16][CH2:17][CH2:18][CH3:19])=[CH:6][CH:5]=1)([O-:3])=[O:2]. The yield is 0.690. (2) The reactants are [CH3:1][C@@H:2]1[CH2:6][N:5](C(OC(C)(C)C)=O)[C@H:4]([C:14]2[NH:18][C:17]3[C:19]4[C:24]([CH:25]=[CH:26][C:16]=3[N:15]=2)=[CH:23][C:22]2[C:27]3[C:32]([CH2:33][O:34][C:21]=2[CH:20]=4)=[CH:31][C:30](B2OC(C)(C)C(C)(C)O2)=[CH:29][CH:28]=3)[CH2:3]1.I[C:45]1[NH:49][C:48]([C@@H:50]2[CH2:54][C@H:53]([CH3:55])[CH2:52][N:51]2[C:56]([O:58][C:59]([CH3:62])([CH3:61])[CH3:60])=[O:57])=[N:47][CH:46]=1.[C:63]([O-:66])([O-:65])=O.[K+].[K+]. The catalyst is COCCOC.C1C=CC([P]([Pd]([P](C2C=CC=CC=2)(C2C=CC=CC=2)C2C=CC=CC=2)([P](C2C=CC=CC=2)(C2C=CC=CC=2)C2C=CC=CC=2)[P](C2C=CC=CC=2)(C2C=CC=CC=2)C2C=CC=CC=2)(C2C=CC=CC=2)C2C=CC=CC=2)=CC=1.C1C=CC(P(C2C=CC=CC=2)[C-]2C=CC=C2)=CC=1.C1C=CC(P(C2C=CC=CC=2)[C-]2C=CC=C2)=CC=1.Cl[Pd]Cl.[Fe+2]. The product is [C:2]([O:65][C:63]([N:5]1[CH2:6][C@@H:2]([CH3:1])[CH2:3][C@H:4]1[C:14]1[NH:18][C:17]2[C:19]3[C:24]([CH:25]=[CH:26][C:16]=2[N:15]=1)=[CH:23][C:22]1[C:27]2[C:32]([CH2:33][O:34][C:21]=1[CH:20]=3)=[CH:31][C:30]([C:45]1[NH:49][C:48]([C@@H:50]3[CH2:54][C@H:53]([CH3:55])[CH2:52][N:51]3[C:56]([O:58][C:59]([CH3:62])([CH3:61])[CH3:60])=[O:57])=[N:47][CH:46]=1)=[CH:29][CH:28]=2)=[O:66])([CH3:6])([CH3:3])[CH3:1]. The yield is 0.500. (3) The reactants are [CH:1]1([C:4]2[CH:8]=[C:7](O)[N:6]([CH3:10])[N:5]=2)[CH2:3][CH2:2]1.COC1C=CC(P2(SP(C3C=CC(OC)=CC=3)(=S)S2)=[S:20])=CC=1. The catalyst is C1(C)C=CC=CC=1. The product is [CH:1]1([C:4]2[CH:8]=[C:7]([SH:20])[N:6]([CH3:10])[N:5]=2)[CH2:3][CH2:2]1. The yield is 0.620. (4) The reactants are C(OC([N:8]1[CH2:12][C:11]([F:14])([F:13])[CH2:10][CH:9]1[CH2:15][O:16][C:17]1[CH:26]=[CH:25][C:20]([C:21]([O:23][CH3:24])=[O:22])=[CH:19][CH:18]=1)=O)(C)(C)C.C(O)(C(F)(F)F)=O. The catalyst is C(Cl)Cl. The product is [F:14][C:11]1([F:13])[CH2:12][NH:8][CH:9]([CH2:15][O:16][C:17]2[CH:26]=[CH:25][C:20]([C:21]([O:23][CH3:24])=[O:22])=[CH:19][CH:18]=2)[CH2:10]1. The yield is 0.910. (5) The reactants are [Cl:1][C:2]1[C:3]2[CH:17]=[CH:16][NH:15][C:4]=2[N:5]=[C:6]([NH:8][C:9](=[O:14])[C:10]([CH3:13])([CH3:12])[CH3:11])[N:7]=1.[I:18]N1C(=O)CCC1=O. The catalyst is C1COCC1. The product is [Cl:1][C:2]1[C:3]2[C:17]([I:18])=[CH:16][NH:15][C:4]=2[N:5]=[C:6]([NH:8][C:9](=[O:14])[C:10]([CH3:13])([CH3:11])[CH3:12])[N:7]=1. The yield is 0.810. (6) The reactants are [CH2:1]([O:3][C:4]1[C:5]([OH:15])=[C:6]([CH:10]=[C:11]([CH:13]=O)[CH:12]=1)[C:7]([OH:9])=[O:8])[CH3:2].[C:16]1([C:22](=O)[CH2:23][C:24]2[CH:29]=[CH:28][CH:27]=[CH:26][CH:25]=2)[CH:21]=[CH:20][CH:19]=[CH:18][CH:17]=1.[NH2:31][C:32]([NH2:34])=[O:33].Cl. The catalyst is CCO.CO.CCOC(C)=O. The product is [CH2:1]([O:3][C:4]1[C:5]([OH:15])=[C:6]([CH:10]=[C:11]([CH:13]2[C:23]([C:24]3[CH:29]=[CH:28][CH:27]=[CH:26][CH:25]=3)=[C:22]([C:16]3[CH:21]=[CH:20][CH:19]=[CH:18][CH:17]=3)[NH:34][C:32](=[O:33])[NH:31]2)[CH:12]=1)[C:7]([OH:9])=[O:8])[CH3:2]. The yield is 0.0560. (7) The catalyst is C(Cl)Cl.O. The yield is 1.00. The reactants are [C:1]([N:18]1[CH2:21][CH:20]([C:22](O)=[O:23])[CH2:19]1)([O:3][CH2:4][CH:5]1[C:17]2[C:12](=[CH:13][CH:14]=[CH:15][CH:16]=2)[C:11]2[C:6]1=[CH:7][CH:8]=[CH:9][CH:10]=2)=[O:2].C1C=CC2N(O)N=NC=2C=1.CCN=C=NCCCN(C)C.[C:46]([O:50][C:51]([N:53]1[CH2:58][CH2:57][C:56](=[C:59]([C:64]2[CH:69]=[CH:68][CH:67]=[CH:66][CH:65]=2)[C:60]([NH:62][NH2:63])=[O:61])[CH2:55][CH2:54]1)=[O:52])([CH3:49])([CH3:48])[CH3:47]. The product is [C:46]([O:50][C:51]([N:53]1[CH2:54][CH2:55][C:56](=[C:59]([C:64]2[CH:65]=[CH:66][CH:67]=[CH:68][CH:69]=2)[C:60]([NH:62][NH:63][C:22]([CH:20]2[CH2:21][N:18]([C:1]([O:3][CH2:4][CH:5]3[C:6]4[CH:7]=[CH:8][CH:9]=[CH:10][C:11]=4[C:12]4[C:17]3=[CH:16][CH:15]=[CH:14][CH:13]=4)=[O:2])[CH2:19]2)=[O:23])=[O:61])[CH2:57][CH2:58]1)=[O:52])([CH3:49])([CH3:47])[CH3:48].